From a dataset of Forward reaction prediction with 1.9M reactions from USPTO patents (1976-2016). Predict the product of the given reaction. (1) Given the reactants C([O:4][C:5]1[CH:10]=[C:9]([C:11]2[O:12][C:13]([C:16]3[CH:21]=[CH:20][C:19]([C:22]([CH3:25])([CH3:24])[CH3:23])=[CH:18][CH:17]=3)=[N:14][N:15]=2)[CH:8]=[C:7]([C:26]2[O:27][C:28]([C:31]3[CH:36]=[CH:35][C:34]([C:37]([CH3:40])([CH3:39])[CH3:38])=[CH:33][CH:32]=3)=[N:29][N:30]=2)[CH:6]=1)(=O)C.[OH-].[Na+].Cl, predict the reaction product. The product is: [C:37]([C:34]1[CH:33]=[CH:32][C:31]([C:28]2[O:27][C:26]([C:7]3[CH:6]=[C:5]([OH:4])[CH:10]=[C:9]([C:11]4[O:12][C:13]([C:16]5[CH:17]=[CH:18][C:19]([C:22]([CH3:25])([CH3:24])[CH3:23])=[CH:20][CH:21]=5)=[N:14][N:15]=4)[CH:8]=3)=[N:30][N:29]=2)=[CH:36][CH:35]=1)([CH3:40])([CH3:39])[CH3:38]. (2) The product is: [Cl:23][CH2:24][C:25]([N:14]1[CH:12]2[CH2:11][CH2:10][CH:9]1[CH2:8][CH:7]([C:2]1[CH:3]=[CH:4][CH:5]=[CH:6][C:1]=1[CH3:15])[CH2:13]2)=[O:26]. Given the reactants [C:1]1([CH3:15])[CH:6]=[CH:5][CH:4]=[CH:3][C:2]=1[CH:7]1[CH2:13][CH:12]2[NH:14][CH:9]([CH2:10][CH2:11]2)[CH2:8]1.CCN(CC)CC.[Cl:23][CH2:24][C:25](Cl)=[O:26], predict the reaction product. (3) Given the reactants [C:1]([O:5][C:6]([NH:8][C@H:9]([CH2:29]C=C)[C:10]([O:12][CH2:13][C@@H:14]([C:22]1[CH:27]=[CH:26][C:25]([F:28])=[CH:24][CH:23]=1)[NH:15][C:16](=[O:21])[CH2:17][CH2:18][CH:19]=[CH2:20])=[O:11])=[O:7])([CH3:4])([CH3:3])[CH3:2], predict the reaction product. The product is: [F:28][C:25]1[CH:24]=[CH:23][C:22]([C@H:14]2[NH:15][C:16](=[O:21])[CH2:17][CH2:18][CH:19]=[CH:20][CH2:29][C@@H:9]([NH:8][C:6](=[O:7])[O:5][C:1]([CH3:4])([CH3:2])[CH3:3])[C:10](=[O:11])[O:12][CH2:13]2)=[CH:27][CH:26]=1. (4) Given the reactants [CH2:1]=[CH:2][CH2:3][CH2:4][CH2:5][CH3:6].B1C2CCCC1CCC2.Br[C:17](Br)=[CH:18][C:19]1[CH:24]=[CH:23][CH:22]=[CH:21][C:20]=1[NH2:25].[O-]P([O-])([O-])=O.[K+].[K+].[K+].O, predict the reaction product. The product is: [CH2:1]([C:17]1[NH:25][C:20]2[C:19]([CH:18]=1)=[CH:24][CH:23]=[CH:22][CH:21]=2)[CH2:2][CH2:3][CH2:4][CH2:5][CH3:6]. (5) Given the reactants [CH3:1][C:2]1[CH:7]=[CH:6][C:5]([S:8]([C:10]2[CH:15]=[CH:14][C:13]([CH3:16])=[CH:12][CH:11]=2)=[O:9])=[CH:4][CH:3]=1.[Br:17]N1C(=O)CCC1=O.N(C(C)(C)C#N)=NC(C)(C)C#N, predict the reaction product. The product is: [Br:17][CH2:16][C:13]1[CH:14]=[CH:15][C:10]([S:8]([C:5]2[CH:4]=[CH:3][C:2]([CH3:1])=[CH:7][CH:6]=2)=[O:9])=[CH:11][CH:12]=1.